This data is from Forward reaction prediction with 1.9M reactions from USPTO patents (1976-2016). The task is: Predict the product of the given reaction. (1) The product is: [CH2:1]([O:5][CH2:6][CH2:7][O:8][C:9]1[CH:10]=[CH:11][C:12]([C:15]2[CH:16]=[CH:17][C:18]3[N:25]([CH2:26][CH:27]([CH3:28])[CH3:29])[CH2:24][CH2:23][CH2:22][C:21]([C:30]([NH:32][C:33]4[CH:38]=[CH:37][C:36]([S:39]([CH2:40][C:41]5[N:45]([CH2:46][CH2:47][CH3:48])[CH:44]=[N:43][C:42]=5[CH3:49])=[O:60])=[C:35]([CH3:50])[CH:34]=4)=[O:31])=[CH:20][C:19]=3[CH:51]=2)=[CH:13][CH:14]=1)[CH2:2][CH2:3][CH3:4]. Given the reactants [CH2:1]([O:5][CH2:6][CH2:7][O:8][C:9]1[CH:14]=[CH:13][C:12]([C:15]2[CH:16]=[CH:17][C:18]3[N:25]([CH2:26][CH:27]([CH3:29])[CH3:28])[CH2:24][CH2:23][CH2:22][C:21]([C:30]([NH:32][C:33]4[CH:38]=[CH:37][C:36]([S:39][CH2:40][C:41]5[N:45]([CH2:46][CH2:47][CH3:48])[CH:44]=[N:43][C:42]=5[CH3:49])=[C:35]([CH3:50])[CH:34]=4)=[O:31])=[CH:20][C:19]=3[CH:51]=2)=[CH:11][CH:10]=1)[CH2:2][CH2:3][CH3:4].ClC1C=CC=C(C(OO)=[O:60])C=1, predict the reaction product. (2) Given the reactants [O:1]=O.[CH3:3][O:4][C:5](=[O:15])[C:6]1[CH:11]=[CH:10][C:9]([CH:12]=C)=[CH:8][C:7]=1[OH:14].CSC, predict the reaction product. The product is: [CH3:3][O:4][C:5](=[O:15])[C:6]1[CH:11]=[CH:10][C:9]([CH:12]=[O:1])=[CH:8][C:7]=1[OH:14]. (3) Given the reactants [O-]P([O-])([O-])=O.[K+].[K+].[K+].[N:9]1([C:14]([C:16]2[CH:21]=[CH:20][C:19](B(O)O)=[CH:18][CH:17]=2)=[O:15])[CH2:13][CH2:12][CH2:11][CH2:10]1.[CH2:25]([O:27][C:28]([C:30]1=[CH:31]C2C=CC(Br)=CC=2[N:34]=[C:35]([C:37]([O:39][C:40]([CH3:43])([CH3:42])[CH3:41])=[O:38])[CH2:36]1)=[O:29])[CH3:26], predict the reaction product. The product is: [CH2:25]([O:27][C:28]([C:30]1=[CH:31][C:19]2[CH:20]=[CH:21][C:16]([C:14]([N:9]3[CH2:13][CH2:12][CH2:11][CH2:10]3)=[O:15])=[CH:17][C:18]=2[N:34]=[C:35]([C:37]([O:39][C:40]([CH3:41])([CH3:43])[CH3:42])=[O:38])[CH2:36]1)=[O:29])[CH3:26]. (4) Given the reactants [CH3:1][O:2][C:3]1[CH:8]=[CH:7][C:6]([C:9](=[N:16][NH:17][S:18](C2C=CC(C)=CC=2)(=O)=O)[CH2:10][C:11]([O:13][CH2:14][CH3:15])=[O:12])=[CH:5][CH:4]=1, predict the reaction product. The product is: [CH3:1][O:2][C:3]1[CH:8]=[CH:7][C:6]([C:9]2[N:16]=[N:17][S:18][C:10]=2[C:11]([O:13][CH2:14][CH3:15])=[O:12])=[CH:5][CH:4]=1. (5) Given the reactants [OH:1][C:2]1[CH:7]=[CH:6][CH:5]=[CH:4][C:3]=1[C:8]1[O:9][C:10]2[C:11](=[C:13]([C:17]([OH:19])=O)[CH:14]=[CH:15][CH:16]=2)[N:12]=1.[ClH:20].C(N=C=NCCCN(C)C)C.ON1C2C=CC=CC=2N=N1.Cl.Cl.[NH2:44][CH:45]1[CH2:52][CH:51]2[N:53]([CH3:54])[CH:47]([CH2:48][CH2:49][CH2:50]2)[CH2:46]1.C(N(CC)CC)C, predict the reaction product. The product is: [ClH:20].[CH3:54][N:53]1[CH:47]2[CH2:48][CH2:49][CH2:50][CH:51]1[CH2:52][CH:45]([NH:44][C:17]([C:13]1[CH:14]=[CH:15][CH:16]=[C:10]3[O:9][C:8]([C:3]4[CH:4]=[CH:5][CH:6]=[CH:7][C:2]=4[OH:1])=[N:12][C:11]=13)=[O:19])[CH2:46]2. (6) The product is: [C:2]([C:7]1[O:11][C:10]([CH2:12][N:13]2[N:17]=[C:16]([NH:18][C:31]([C:26]3[N:27]=[C:28]([CH3:30])[O:29][C:25]=3[C:20]3[CH:21]=[CH:22][CH:23]=[CH:24][C:19]=3[CH3:34])=[O:32])[CH:15]=[N:14]2)=[CH:9][CH:8]=1)(=[O:6])[CH3:1]. Given the reactants [CH3:1][C:2]1([C:7]2[O:11][C:10]([CH2:12][N:13]3[N:17]=[C:16]([NH2:18])[CH:15]=[N:14]3)=[CH:9][CH:8]=2)[O:6]CCO1.[C:19]1([CH3:34])[CH:24]=[CH:23][CH:22]=[CH:21][C:20]=1[C:25]1[O:29][C:28]([CH3:30])=[N:27][C:26]=1[C:31](O)=[O:32], predict the reaction product. (7) The product is: [NH2:19][C@@H:16]([C:11]1[C:10]([F:26])=[C:9]([C:14]([Cl:15])=[CH:13][CH:12]=1)[O:8][C:7]1[CH:6]=[CH:5][C:4]([CH:2]([OH:1])[CH3:3])=[CH:28][CH:27]=1)[CH2:17][CH3:18]. Given the reactants [OH:1][CH:2]([C:4]1[CH:28]=[CH:27][C:7]([O:8][C:9]2[C:10]([F:26])=[C:11]([C@H:16]([NH:19][S@@](C(C)(C)C)=O)[CH2:17][CH3:18])[CH:12]=[CH:13][C:14]=2[Cl:15])=[CH:6][CH:5]=1)[CH3:3].Cl.FC1C(OC2C=CC=CC=2)=C(F)C=CC=1C(N)CC, predict the reaction product. (8) Given the reactants [F:1][C:2]1[C:7]([OH:8])=[CH:6][CH:5]=[CH:4][C:3]=1[CH2:9][NH:10][C:11]([C:13]1[CH:14]=[C:15]2[C:20](=[CH:21][CH:22]=1)[N:19]=[CH:18][CH:17]=[CH:16]2)=[O:12].[H-].[Na+].CN(C=O)C.Br[CH2:31][CH2:32][CH:33]=[CH2:34], predict the reaction product. The product is: [CH2:34]([O:8][C:7]1[C:2]([F:1])=[C:3]([CH2:9][NH:10][C:11]([C:13]2[CH:14]=[C:15]3[C:20](=[CH:21][CH:22]=2)[N:19]=[CH:18][CH:17]=[CH:16]3)=[O:12])[CH:4]=[CH:5][CH:6]=1)[CH2:33][CH:32]=[CH2:31].